Predict which catalyst facilitates the given reaction. From a dataset of Catalyst prediction with 721,799 reactions and 888 catalyst types from USPTO. (1) Reactant: [C:1]([C:3]1[CH:4]=[C:5]([CH2:9][C:10]([O:12][CH3:13])=[O:11])[CH:6]=[CH:7][CH:8]=1)#[N:2].CCCCCCC.[O:21]1CC[CH2:23][CH2:22]1.C(C1C=CC=CC=1)C.C([N-]C(C)C)(C)C.[Li+].C(Cl)(=O)C.[Cl-].[NH4+]. Product: [C:1]([C:3]1[CH:4]=[C:5]([CH:9]([C:22](=[O:21])[CH3:23])[C:10]([O:12][CH3:13])=[O:11])[CH:6]=[CH:7][CH:8]=1)#[N:2]. The catalyst class is: 7. (2) Reactant: [CH3:1][O:2][C:3](=[O:35])[C:4]([C:6]1[C:14]2[C:9](=[CH:10][CH:11]=[CH:12][CH:13]=2)[NH:8][C:7]=1[C:15]1[CH:20]=[C:19]([C:21]([F:24])([F:23])[F:22])[CH:18]=[C:17]([S:25](=[O:34])(=[O:33])[NH:26][CH:27]2[CH2:32][CH2:31][CH2:30][CH2:29][CH2:28]2)[CH:16]=1)=O.C([SiH](CC)CC)C. Product: [CH3:1][O:2][C:3](=[O:35])[CH2:4][C:6]1[C:14]2[C:9](=[CH:10][CH:11]=[CH:12][CH:13]=2)[NH:8][C:7]=1[C:15]1[CH:20]=[C:19]([C:21]([F:22])([F:23])[F:24])[CH:18]=[C:17]([S:25](=[O:33])(=[O:34])[NH:26][CH:27]2[CH2:28][CH2:29][CH2:30][CH2:31][CH2:32]2)[CH:16]=1. The catalyst class is: 67.